Dataset: Forward reaction prediction with 1.9M reactions from USPTO patents (1976-2016). Task: Predict the product of the given reaction. Given the reactants [OH:1][C:2]1[C:7]([C:8]2[CH:13]=[CH:12][C:11]([O:14][CH2:15][C:16]3[CH:25]=[CH:24][C:23]4[C:18](=[CH:19][CH:20]=[CH:21][CH:22]=4)[N:17]=3)=[CH:10][CH:9]=2)=[CH:6][C:5]([C:26]#[N:27])=[CH:4][CH:3]=1.[F:28][C:29]([F:42])([F:41])[S:30](O[S:30]([C:29]([F:42])([F:41])[F:28])(=[O:32])=[O:31])(=[O:32])=[O:31], predict the reaction product. The product is: [F:28][C:29]([F:42])([F:41])[S:30]([O:1][C:2]1[CH:3]=[CH:4][C:5]([C:26]#[N:27])=[CH:6][C:7]=1[C:8]1[CH:9]=[CH:10][C:11]([O:14][CH2:15][C:16]2[CH:25]=[CH:24][C:23]3[C:18](=[CH:19][CH:20]=[CH:21][CH:22]=3)[N:17]=2)=[CH:12][CH:13]=1)(=[O:32])=[O:31].